This data is from Full USPTO retrosynthesis dataset with 1.9M reactions from patents (1976-2016). The task is: Predict the reactants needed to synthesize the given product. (1) Given the product [CH3:24][S:21]([C:18]1[CH:19]=[CH:20][C:15]([C:5]#[C:4][CH2:3][CH2:2][NH:6][C@H:7]2[CH2:8][CH2:9][C@H:10]([CH3:13])[CH2:11][CH2:12]2)=[CH:16][CH:17]=1)(=[O:23])=[O:22], predict the reactants needed to synthesize it. The reactants are: Cl.[CH2:2]([NH:6][C@H:7]1[CH2:12][CH2:11][C@H:10]([CH3:13])[CH2:9][CH2:8]1)[CH2:3][C:4]#[CH:5].Br[C:15]1[CH:20]=[CH:19][C:18]([S:21]([CH3:24])(=[O:23])=[O:22])=[CH:17][CH:16]=1. (2) Given the product [Br:1][C:2]1[CH:3]=[CH:4][C:5]([CH2:6][C:7]2[CH:8]=[N:9][C:10]3[N:11]([N:13]=[CH:14][C:15]=3[C:16]([NH:18][CH2:19][CH2:20][O:21][CH2:32][CH:31]([OH:30])[CH2:33][OH:34])=[O:17])[CH:12]=2)=[CH:22][CH:23]=1, predict the reactants needed to synthesize it. The reactants are: [Br:1][C:2]1[CH:23]=[CH:22][C:5]([CH2:6][C:7]2[CH:8]=[N:9][C:10]3[N:11]([N:13]=[CH:14][C:15]=3[C:16]([NH:18][CH2:19][CH2:20][OH:21])=[O:17])[CH:12]=2)=[CH:4][CH:3]=1.CC([O-])(C)C.[K+].[O:30]1[CH2:32][CH:31]1[CH2:33][OH:34]. (3) Given the product [C:33]([OH:40])(=[O:39])/[CH:34]=[CH:35]/[C:36]([OH:38])=[O:37].[Br:1][C:2]1[CH:27]=[CH:26][C:5]([CH2:6][CH:7]2[CH2:12][CH2:11][N:10]([CH2:13][CH2:14][C:15]3[CH:16]=[C:17]4[C:22](=[CH:23][CH:24]=3)[O:21][CH2:20][CH2:19][C:18]4=[O:25])[CH2:9][CH2:8]2)=[CH:4][C:3]=1[O:28][CH2:29][CH2:30][O:31][CH3:32], predict the reactants needed to synthesize it. The reactants are: [Br:1][C:2]1[CH:27]=[CH:26][C:5]([CH2:6][CH:7]2[CH2:12][CH2:11][N:10]([CH2:13][CH2:14][C:15]3[CH:16]=[C:17]4[C:22](=[CH:23][CH:24]=3)[O:21][CH2:20][CH2:19][C:18]4=[O:25])[CH2:9][CH2:8]2)=[CH:4][C:3]=1[O:28][CH2:29][CH2:30][O:31][CH3:32].[C:33]([OH:40])(=[O:39])/[CH:34]=[CH:35]/[C:36]([OH:38])=[O:37].CC(C)=O. (4) Given the product [Cl:1][C:2]1[C:10]([C:11]([C:14]#[N:15])([CH3:13])[CH3:12])=[CH:9][CH:8]=[CH:7][C:3]=1[C:4]([NH:22][C:23]1[CH:44]=[C:27]([O:28][C:29]2[N:34]=[C:33]3[S:35][C:36]([NH:38][C:39]([CH:41]4[CH2:42][CH2:43]4)=[O:40])=[N:37][C:32]3=[CH:31][CH:30]=2)[C:26]([Cl:45])=[CH:25][C:24]=1[F:46])=[O:6], predict the reactants needed to synthesize it. The reactants are: [Cl:1][C:2]1[C:10]([C:11]([C:14]#[N:15])([CH3:13])[CH3:12])=[CH:9][CH:8]=[CH:7][C:3]=1[C:4]([OH:6])=O.C(Cl)(=O)C(Cl)=O.[NH2:22][C:23]1[C:24]([F:46])=[CH:25][C:26]([Cl:45])=[C:27]([CH:44]=1)[O:28][C:29]1[N:34]=[C:33]2[S:35][C:36]([NH:38][C:39]([CH:41]3[CH2:43][CH2:42]3)=[O:40])=[N:37][C:32]2=[CH:31][CH:30]=1.C(=O)([O-])O.[Na+]. (5) Given the product [NH2:1][C:2]([C:4]1[N:5]=[C:6]([CH:9]([CH2:15][C:16]2[CH:17]=[CH:18][C:19]([O:22][CH2:23][CH2:24][C:25]3[CH:30]=[CH:29][CH:28]=[C:27]([NH:31][CH3:32])[N:26]=3)=[CH:20][CH:21]=2)[CH2:10][C:11]([OH:13])=[O:12])[O:7][CH:8]=1)=[O:3], predict the reactants needed to synthesize it. The reactants are: [NH2:1][C:2]([C:4]1[N:5]=[C:6]([CH:9]([CH2:15][C:16]2[CH:21]=[CH:20][C:19]([O:22][CH2:23][CH2:24][C:25]3[CH:30]=[CH:29][CH:28]=[C:27]([NH:31][CH3:32])[N:26]=3)=[CH:18][CH:17]=2)[CH2:10][C:11]([O:13]C)=[O:12])[O:7][CH:8]=1)=[O:3].C(OC(C1N=C(C(CC2C=CC(OCCC3C=CC=C(NC)N=3)=CC=2)CC(OC)=O)OC=1)=O)C1C=CC=CC=1. (6) The reactants are: [CH3:1][S-:2].[Na+].CC1C=CC(S(O[CH2:15][C:16]2(C)[CH2:21][C@H:20]([C:22]3[CH:27]=[CH:26][CH:25]=[C:24]([Cl:28])[CH:23]=3)[C@@H:19]([C:29]3[CH:34]=[CH:33][C:32]([Cl:35])=[CH:31][CH:30]=3)[N:18]([CH2:36][C:37]3[CH:42]=[CH:41][C:40]([O:43][CH3:44])=[CH:39][C:38]=3[O:45][CH3:46])[C:17]2=[O:47])(=O)=O)=CC=1.[CH3:49]N(C=O)C. Given the product [Cl:28][C:24]1[CH:23]=[C:22]([C@@H:20]2[C@@H:19]([C:29]3[CH:30]=[CH:31][C:32]([Cl:35])=[CH:33][CH:34]=3)[N:18]([CH2:36][C:37]3[CH:42]=[CH:41][C:40]([O:43][CH3:44])=[CH:39][C:38]=3[O:45][CH3:46])[C:17](=[O:47])[C@@:16]([CH3:15])([CH2:1][S:2][CH3:49])[CH2:21]2)[CH:27]=[CH:26][CH:25]=1, predict the reactants needed to synthesize it.